The task is: Predict the reactants needed to synthesize the given product.. This data is from Full USPTO retrosynthesis dataset with 1.9M reactions from patents (1976-2016). (1) Given the product [Br:1][C:2]1[CH:3]=[CH:4][C:5]([O:16][CH2:17][C:18]2[CH:19]=[CH:20][C:21]([Cl:24])=[CH:22][CH:23]=2)=[C:6]([CH2:8][N:9]2[CH2:14][CH2:13][C:12](=[O:15])[CH:11]([CH3:26])[CH2:10]2)[CH:7]=1, predict the reactants needed to synthesize it. The reactants are: [Br:1][C:2]1[CH:3]=[CH:4][C:5]([O:16][CH2:17][C:18]2[CH:23]=[CH:22][C:21]([Cl:24])=[CH:20][CH:19]=2)=[C:6]([CH2:8][N:9]2[CH2:14][CH2:13][C:12](=[O:15])[CH2:11][CH2:10]2)[CH:7]=1.[Li+].[CH3:26]C([N-]C(C)C)C.CI. (2) Given the product [Cl:1][C:2]1[CH:7]=[CH:6][C:5]([C:8]2[N:12]3[CH:13]=[C:14]([C:17]4[CH:18]=[CH:19][C:20]([C:21]([N:37]5[CH2:38][CH2:39][N:34]([CH2:32][CH3:33])[CH2:35][CH2:36]5)=[O:23])=[CH:24][CH:25]=4)[N:15]=[CH:16][C:11]3=[N:10][CH:9]=2)=[CH:4][CH:3]=1, predict the reactants needed to synthesize it. The reactants are: [Cl:1][C:2]1[CH:7]=[CH:6][C:5]([C:8]2[N:12]3[CH:13]=[C:14]([C:17]4[CH:25]=[CH:24][C:20]([C:21]([OH:23])=O)=[CH:19][CH:18]=4)[N:15]=[CH:16][C:11]3=[N:10][CH:9]=2)=[CH:4][CH:3]=1.C(Cl)(=O)C(Cl)=O.[CH2:32]([N:34]1[CH2:39][CH2:38][NH:37][CH2:36][CH2:35]1)[CH3:33].[OH-].[K+]. (3) Given the product [Cl:1][C:2]1[CH:3]=[CH:4][C:5]([C:8]2[C:12]([CH2:13][O:14][C:15]3[CH:23]=[CH:22][C:18]([C:19]([NH:24][CH2:25][CH:26]([OH:28])[CH3:27])=[O:21])=[CH:17][N:16]=3)=[CH:11][O:10][N:9]=2)=[CH:6][CH:7]=1, predict the reactants needed to synthesize it. The reactants are: [Cl:1][C:2]1[CH:7]=[CH:6][C:5]([C:8]2[C:12]([CH2:13][O:14][C:15]3[CH:23]=[CH:22][C:18]([C:19]([OH:21])=O)=[CH:17][N:16]=3)=[CH:11][O:10][N:9]=2)=[CH:4][CH:3]=1.[NH2:24][CH2:25][CH:26]([OH:28])[CH3:27]. (4) Given the product [C:1]([N:9]1[CH2:22][CH2:21][C:20]2[C:19]3[C:18]([C:41]4[CH:46]=[CH:45][CH:44]=[CH:43][C:42]=4[C:47]([F:50])([F:49])[F:48])=[CH:17][CH:16]=[CH:15][C:14]=3[NH:13][C:12]=2[CH2:11][CH2:10]1)(=[O:8])[C:2]1[CH:3]=[CH:4][CH:5]=[CH:6][CH:7]=1, predict the reactants needed to synthesize it. The reactants are: [C:1]([N:9]1[CH2:22][CH2:21][C:20]2[C:19]3[C:18](B4OC(C)(C)C(C)(C)O4)=[CH:17][CH:16]=[CH:15][C:14]=3[NH:13][C:12]=2[CH2:11][CH2:10]1)(=[O:8])[C:2]1[CH:7]=[CH:6][CH:5]=[CH:4][CH:3]=1.P([O-])([O-])([O-])=O.[K+].[K+].[K+].Br[C:41]1[CH:46]=[CH:45][CH:44]=[CH:43][C:42]=1[C:47]([F:50])([F:49])[F:48].COP(OC)OC. (5) Given the product [CH:11]1([NH:10][C:3]2[C:2]([C:19]#[CH:20])=[CH:7][N:6]=[C:5]([O:8][CH3:9])[N:4]=2)[CH2:14][CH2:13][CH2:12]1, predict the reactants needed to synthesize it. The reactants are: Br[C:2]1[C:3]([NH:10][CH:11]2[CH2:14][CH2:13][CH2:12]2)=[N:4][C:5]([O:8][CH3:9])=[N:6][CH:7]=1.C[Si]([C:19]#[CH:20])(C)C.CCN(CC)CC.C([O-])([O-])=O.[K+].[K+]. (6) The reactants are: [Br:1][CH2:2][CH2:3][CH2:4][C:5](Cl)=[O:6].CCN(C(C)C)C(C)C.Cl.[CH3:18][NH:19][O:20][CH3:21]. Given the product [Br:1][CH2:2][CH2:3][CH2:4][C:5]([N:19]([O:20][CH3:21])[CH3:18])=[O:6], predict the reactants needed to synthesize it.